From a dataset of Forward reaction prediction with 1.9M reactions from USPTO patents (1976-2016). Predict the product of the given reaction. (1) Given the reactants [NH:1]1[C:5]2=[N:6][CH:7]=[CH:8][CH:9]=[C:4]2[C:3]([C:10](=[O:12])[CH3:11])=[CH:2]1.C([O-])([O-])=O.[Cs+].[Cs+].[Cl:19][CH2:20][CH2:21][CH2:22]I, predict the reaction product. The product is: [Cl:19][CH2:20][CH2:21][CH2:22][N:1]1[C:5]2=[N:6][CH:7]=[CH:8][CH:9]=[C:4]2[C:3]([C:10](=[O:12])[CH3:11])=[CH:2]1. (2) Given the reactants C[O:2][C:3](=[O:35])[CH2:4][C:5]1[S:6][C:7]([C:10]2[CH:15]=[CH:14][CH:13]=[CH:12][C:11]=2[NH:16][C:17]([C:19]2[CH:20]=[C:21]([C:25]3[CH:30]=[C:29]([O:31][CH3:32])[CH:28]=[C:27]([O:33][CH3:34])[CH:26]=3)[CH:22]=[CH:23][CH:24]=2)=[O:18])=[CH:8][CH:9]=1, predict the reaction product. The product is: [CH3:34][O:33][C:27]1[CH:26]=[C:25]([C:21]2[CH:22]=[CH:23][CH:24]=[C:19]([C:17]([NH:16][C:11]3[CH:12]=[CH:13][CH:14]=[CH:15][C:10]=3[C:7]3[S:6][C:5]([CH2:4][C:3]([OH:35])=[O:2])=[CH:9][CH:8]=3)=[O:18])[CH:20]=2)[CH:30]=[C:29]([O:31][CH3:32])[CH:28]=1.